This data is from Full USPTO retrosynthesis dataset with 1.9M reactions from patents (1976-2016). The task is: Predict the reactants needed to synthesize the given product. (1) The reactants are: [F:1][C:2]([F:19])([F:18])[S:3]([O:6][C:7]1[C:16]2[C:11](=[C:12](N)[CH:13]=[CH:14][CH:15]=2)[CH:10]=[CH:9][CH:8]=1)(=[O:5])=[O:4].N([O-])=O.[Na+].[ClH:24]. Given the product [F:1][C:2]([F:19])([F:18])[S:3]([O:6][C:7]1[C:16]2[C:11](=[C:12]([Cl:24])[CH:13]=[CH:14][CH:15]=2)[CH:10]=[CH:9][CH:8]=1)(=[O:5])=[O:4], predict the reactants needed to synthesize it. (2) Given the product [ClH:5].[C:6]([C:10]1[O:14][C:13]([C:15]([CH:16]([NH2:20])[CH:17]([CH3:18])[CH3:19])=[O:23])=[N:12][N:11]=1)([CH3:9])([CH3:8])[CH3:7], predict the reactants needed to synthesize it. The reactants are: C[Si]([Cl:5])(C)C.[C:6]([C:10]1[O:14][C:13]([C:15](=[O:23])/[C:16](=[N:20]/OC)/[CH:17]([CH3:19])[CH3:18])=[N:12][N:11]=1)([CH3:9])([CH3:8])[CH3:7]. (3) The reactants are: [CH3:1][C@@H:2]1[C@H:7]([C:8]2[CH:9]=[C:10]3[C:19](=[CH:20][C:21]=2B2OC(C)(C)C(C)(C)O2)[O:18][CH2:17][C:16]2[N:11]3[C@H:12]([CH3:32])[C:13](=[O:31])[NH:14][N:15]=2)[CH2:6][CH2:5][N:4]([C:33]([OH:35])=[O:34])[CH2:3]1.Br[C:37]1[C:42]([F:43])=[CH:41][CH:40]=[CH:39][C:38]=1[F:44].C(=O)([O-])[O-].[Na+].[Na+]. Given the product [C:2]([O:35][C:33]([N:4]1[CH2:5][CH2:6][C@@H:7]([C:8]2[CH:9]=[C:10]3[C:19](=[CH:20][C:21]=2[C:37]2[C:42]([F:43])=[CH:41][CH:40]=[CH:39][C:38]=2[F:44])[O:18][CH2:17][C:16]2[N:11]3[C@H:12]([CH3:32])[C:13](=[O:31])[NH:14][N:15]=2)[C@@H:2]([CH3:1])[CH2:3]1)=[O:34])([CH3:7])([CH3:3])[CH3:1], predict the reactants needed to synthesize it. (4) The reactants are: Cl[C:2]1[N:7]=[C:6]([NH:8][CH2:9][C:10]2[N:11]=[C:12]([CH3:15])[S:13][CH:14]=2)[C:5]2=[C:16]([C:19]3[CH:24]=[CH:23][CH:22]=[CH:21][CH:20]=3)[CH:17]=[CH:18][N:4]2[N:3]=1.[C:25]([NH:29][S:30]([C:33]1[CH:34]=[N:35][CH:36]=[C:37](B2OC(C)(C)C(C)(C)O2)[CH:38]=1)(=[O:32])=[O:31])([CH3:28])([CH3:27])[CH3:26].C([O-])([O-])=O.[K+].[K+]. Given the product [C:25]([NH:29][S:30]([C:33]1[CH:34]=[N:35][CH:36]=[C:37]([C:2]2[N:7]=[C:6]([NH:8][CH2:9][C:10]3[N:11]=[C:12]([CH3:15])[S:13][CH:14]=3)[C:5]3=[C:16]([C:19]4[CH:24]=[CH:23][CH:22]=[CH:21][CH:20]=4)[CH:17]=[CH:18][N:4]3[N:3]=2)[CH:38]=1)(=[O:32])=[O:31])([CH3:28])([CH3:26])[CH3:27], predict the reactants needed to synthesize it. (5) Given the product [CH3:32][O:31][C:22]1[CH:23]=[CH:24][C:25]([C:27]([F:30])([F:29])[F:28])=[CH:26][C:21]=1[NH:18][C:19]([NH:17][C:16]1[C:11]2[N:10]=[CH:9][N:8]([CH2:7][C:4]3[CH:5]=[CH:6][N:1]=[CH:2][CH:3]=3)[C:12]=2[CH:13]=[CH:14][CH:15]=1)=[O:20], predict the reactants needed to synthesize it. The reactants are: [N:1]1[CH:6]=[CH:5][C:4]([CH2:7][N:8]2[C:12]3[CH:13]=[CH:14][CH:15]=[C:16]([NH2:17])[C:11]=3[N:10]=[CH:9]2)=[CH:3][CH:2]=1.[N:18]([C:21]1[CH:26]=[C:25]([C:27]([F:30])([F:29])[F:28])[CH:24]=[CH:23][C:22]=1[O:31][CH3:32])=[C:19]=[O:20]. (6) Given the product [C:8]([O:12][CH:13]=[C:24]([CH2:25][CH3:20])[CH2:23][CH3:22])(=[O:11])[CH2:9][CH3:10], predict the reactants needed to synthesize it. The reactants are: CCN(CC)CC.[C:8]([O:12][C:13](=O)CC)(=[O:11])[CH2:9][CH3:10].CN([C:20]1[CH:25]=[CH:24][CH:23]=[CH:22]N=1)C.C(C(CC)C=O)C. (7) Given the product [CH2:13]([O:15][C:16](=[O:23])[C:17](=[CH:6][C:5]1[CH:8]=[CH:9][C:10]([O:11][CH3:12])=[C:3]([O:2][CH3:1])[CH:4]=1)[C:18]([O:20][CH2:21][CH3:22])=[O:19])[CH3:14], predict the reactants needed to synthesize it. The reactants are: [CH3:1][O:2][C:3]1[CH:4]=[C:5]([CH:8]=[CH:9][C:10]=1[O:11][CH3:12])[CH:6]=O.[CH2:13]([O:15][C:16](=[O:23])[CH2:17][C:18]([O:20][CH2:21][CH3:22])=[O:19])[CH3:14].C(O)(=O)C.N1CCCCC1.